This data is from Full USPTO retrosynthesis dataset with 1.9M reactions from patents (1976-2016). The task is: Predict the reactants needed to synthesize the given product. (1) The reactants are: [CH3:1][C:2]1[CH:10]=[CH:9][C:5]([C:6]([NH2:8])=[S:7])=[C:4]([N+:11]([O-:13])=[O:12])[CH:3]=1.Br[CH:15]([CH2:18][CH3:19])[CH:16]=O. Given the product [CH2:18]([C:15]1[S:7][C:6]([C:5]2[CH:9]=[CH:10][C:2]([CH3:1])=[CH:3][C:4]=2[N+:11]([O-:13])=[O:12])=[N:8][CH:16]=1)[CH3:19], predict the reactants needed to synthesize it. (2) Given the product [Cl:1][C:2]1[N:3]=[C:4]([N:11]2[CH2:16][CH2:15][O:14][CH2:13][CH2:12]2)[C:5]2[S:10][C:9]([C:20]([OH:24])([CH2:21][O:22][CH3:23])[CH2:19][O:18][CH3:17])=[CH:8][C:6]=2[N:7]=1, predict the reactants needed to synthesize it. The reactants are: [Cl:1][C:2]1[N:3]=[C:4]([N:11]2[CH2:16][CH2:15][O:14][CH2:13][CH2:12]2)[C:5]2[S:10][CH:9]=[CH:8][C:6]=2[N:7]=1.[CH3:17][O:18][CH2:19][C:20](=[O:24])[CH2:21][O:22][CH3:23]. (3) The reactants are: [C:1]1(P([C:2]2[CH:1]=CC=[CH:4][CH:3]=2)[C:2]2[CH:1]=CC=[CH:4][CH:3]=2)C=C[CH:4]=[CH:3][CH:2]=1.C[OH:21].[Cl:22][C:23]1[CH:28]=[CH:27][C:26]([N:29]2[CH:33]=[CH:32][C:31]([OH:34])=[N:30]2)=[CH:25][CH:24]=1. Given the product [Cl:22][C:23]1[CH:24]=[CH:25][C:26]([N:29]2[CH:33]=[CH:32][C:31]([O:34][CH2:1][C@@H:2]3[C@H:3]([CH3:4])[O:21]3)=[N:30]2)=[CH:27][CH:28]=1, predict the reactants needed to synthesize it. (4) Given the product [CH2:18]([O:20][C:21]([C:22]1[CH:23]=[N:2][N:1]([C:3]2[CH:17]=[CH:16][CH:15]=[CH:14][C:4]=2[O:5][C:6]2[CH:11]=[CH:10][C:9]([CH3:12])=[CH:8][C:7]=2[OH:13])[CH:25]=1)=[O:27])[CH3:19], predict the reactants needed to synthesize it. The reactants are: [NH:1]([C:3]1[CH:17]=[CH:16][CH:15]=[CH:14][C:4]=1[O:5][C:6]1[CH:11]=[CH:10][C:9]([CH3:12])=[CH:8][C:7]=1[OH:13])[NH2:2].[CH2:18]([O:20][C:21](=[O:27])[CH:22]([CH:25]=O)[CH:23]=O)[CH3:19].C([O-])(=O)C.[Na+].